This data is from Reaction yield outcomes from USPTO patents with 853,638 reactions. The task is: Predict the reaction yield, written as a fraction of the theoretical maximum amount of product (1.0 means a 100% yield; for example, 0.34 means a 34% yield). (1) The reactants are [Na].[CH3:2][C:3]1[CH:12]=[C:11]([CH2:13][O:14][C:15]2[CH:20]=[CH:19][C:18]([S:21]([OH:24])(=O)=[O:22])=[CH:17][CH:16]=2)[C:10]2[C:5](=[CH:6][CH:7]=[CH:8][CH:9]=2)[N:4]=1.C(Cl)(=O)C([Cl:28])=O. The catalyst is CN(C)C=O.ClCCl. The product is [ClH:28].[CH3:2][C:3]1[CH:12]=[C:11]([CH2:13][O:14][C:15]2[CH:20]=[CH:19][C:18]([S:21]([Cl:28])(=[O:24])=[O:22])=[CH:17][CH:16]=2)[C:10]2[C:5](=[CH:6][CH:7]=[CH:8][CH:9]=2)[N:4]=1. The yield is 0.920. (2) The reactants are [Cl:1][C:2]1[CH:7]=[CH:6][C:5]([C:8](=[NH:20])[NH:9][C:10]2[CH:15]=[CH:14][C:13]([S:16]([CH3:19])(=[O:18])=[O:17])=[CH:12][CH:11]=2)=[CH:4][CH:3]=1.C(=O)(O)[O-].[Na+].[CH:26](O)([CH3:28])[CH3:27]. The catalyst is ClCC(=O)C. The product is [Cl:1][C:2]1[CH:3]=[CH:4][C:5]([C:8]2[N:9]([C:10]3[CH:15]=[CH:14][C:13]([S:16]([CH3:19])(=[O:17])=[O:18])=[CH:12][CH:11]=3)[CH:27]=[C:26]([CH3:28])[N:20]=2)=[CH:6][CH:7]=1. The yield is 0.670. (3) The yield is 0.490. The reactants are [CH:1]1([C@H:7]([NH:12][C:13]([C:15]2[CH:20]=[CH:19][C:18]([C:21]([F:24])([F:23])[F:22])=[CH:17][C:16]=2[N+:25]([O-])=O)=[O:14])[C:8]([O:10][CH3:11])=[O:9])[CH2:6][CH2:5][CH2:4][CH2:3][CH2:2]1. The catalyst is [Pd].C(O)C. The product is [NH2:25][C:16]1[CH:17]=[C:18]([C:21]([F:23])([F:24])[F:22])[CH:19]=[CH:20][C:15]=1[C:13]([NH:12][C@@H:7]([CH:1]1[CH2:6][CH2:5][CH2:4][CH2:3][CH2:2]1)[C:8]([O:10][CH3:11])=[O:9])=[O:14]. (4) The reactants are Br[C:2]1[C:7](=[O:8])[N:6]([CH2:9][C:10]2[CH:15]=[CH:14][C:13]([C:16]3[C:17]([C:22]#[N:23])=[CH:18][CH:19]=[CH:20][CH:21]=3)=[CH:12][C:11]=2[F:24])[C:5]([CH2:25][CH2:26][CH3:27])=[N:4][C:3]=1[CH2:28][CH3:29].[Si:30]([O:37][CH2:38][C:39]([CH3:51])([CH3:50])[O:40][C:41]1[CH:46]=[CH:45][C:44](B(O)O)=[CH:43][CH:42]=1)([C:33]([CH3:36])([CH3:35])[CH3:34])([CH3:32])[CH3:31].C(=O)([O-])[O-].[Cs+].[Cs+].O1CCOCC1. The catalyst is C(OCC)(=O)C.C1C=CC(P(C2C=CC=CC=2)[C-]2C=CC=C2)=CC=1.C1C=CC(P(C2C=CC=CC=2)[C-]2C=CC=C2)=CC=1.Cl[Pd]Cl.[Fe+2].ClCCl. The product is [Si:30]([O:37][CH2:38][C:39]([CH3:51])([CH3:50])[O:40][C:41]1[CH:42]=[CH:43][C:44]([C:2]2[C:7](=[O:8])[N:6]([CH2:9][C:10]3[CH:15]=[CH:14][C:13]([C:16]4[C:17]([C:22]#[N:23])=[CH:18][CH:19]=[CH:20][CH:21]=4)=[CH:12][C:11]=3[F:24])[C:5]([CH2:25][CH2:26][CH3:27])=[N:4][C:3]=2[CH2:28][CH3:29])=[CH:45][CH:46]=1)([C:33]([CH3:36])([CH3:35])[CH3:34])([CH3:32])[CH3:31]. The yield is 0.900.